This data is from Forward reaction prediction with 1.9M reactions from USPTO patents (1976-2016). The task is: Predict the product of the given reaction. (1) Given the reactants Cl[C:2]1[C:11]2[CH2:10][CH2:9][CH2:8][CH2:7][C:6]=2[N:5]=[C:4]([O:12][CH2:13][C:14]2[CH:19]=[CH:18][CH:17]=[CH:16][N:15]=2)[CH:3]=1.[CH3:20][C:21]1[CH:26]=[CH:25][N:24]=[C:23]([Sn](CCCC)(CCCC)CCCC)[CH:22]=1.O1CCOCC1, predict the reaction product. The product is: [CH3:20][C:21]1[CH:26]=[CH:25][N:24]=[C:23]([C:2]2[C:11]3[CH2:10][CH2:9][CH2:8][CH2:7][C:6]=3[N:5]=[C:4]([O:12][CH2:13][C:14]3[CH:19]=[CH:18][CH:17]=[CH:16][N:15]=3)[CH:3]=2)[CH:22]=1. (2) Given the reactants C[O:2][CH2:3][C@@H:4]([O:6][C:7]1[CH:8]=[C:9]([C:24]2[NH:28][C:27]([C:29]3[O:30][CH2:31][C@@H:32]([C@@H:34]([OH:36])[CH3:35])[N:33]=3)=[CH:26][CH:25]=2)[CH:10]=[C:11]([O:13][C:14]2[CH:19]=[N:18][C:17]([S:20]([CH3:23])(=[O:22])=[O:21])=[CH:16][N:15]=2)[CH:12]=1)[CH3:5].B(Br)(Br)Br.[OH-].[Na+], predict the reaction product. The product is: [OH:36][C@H:34]([C@@H:32]1[CH2:31][O:30][C:29]([C:27]2[NH:28][C:24]([C:9]3[CH:8]=[C:7]([CH:12]=[C:11]([O:13][C:14]4[CH:19]=[N:18][C:17]([S:20]([CH3:23])(=[O:22])=[O:21])=[CH:16][N:15]=4)[CH:10]=3)[O:6][C@@H:4]([CH3:5])[CH2:3][OH:2])=[CH:25][CH:26]=2)=[N:33]1)[CH3:35]. (3) Given the reactants C(OC(=O)[NH:7][C:8]1[CH:13]=[CH:12][C:11]([C:14]2[CH:19]=[CH:18][CH:17]=[CH:16][C:15]=2[F:20])=[CH:10][C:9]=1[NH:21][C:22](=[O:38])[CH2:23][C:24](=O)[C:25]1[CH:30]=[CH:29][CH:28]=[C:27]([C:31]2[CH:36]=[CH:35][N:34]=[CH:33][CH:32]=2)[CH:26]=1)(C)(C)C.C(O)(C(F)(F)F)=O, predict the reaction product. The product is: [F:20][C:15]1[CH:16]=[CH:17][CH:18]=[CH:19][C:14]=1[C:11]1[CH:12]=[CH:13][C:8]2[N:7]=[C:24]([C:25]3[CH:30]=[CH:29][CH:28]=[C:27]([C:31]4[CH:36]=[CH:35][N:34]=[CH:33][CH:32]=4)[CH:26]=3)[CH2:23][C:22](=[O:38])[NH:21][C:9]=2[CH:10]=1. (4) The product is: [Br:1][C:2]1[CH:3]=[C:4]([C:8]#[C:9][C:11]2[CH:12]=[C:13]([OH:17])[CH:14]=[CH:15][CH:16]=2)[CH:5]=[CH:6][CH:7]=1. Given the reactants [Br:1][C:2]1[CH:7]=[CH:6][CH:5]=[C:4]([C:8]#[CH:9])[CH:3]=1.I[C:11]1[CH:12]=[C:13]([OH:17])[CH:14]=[CH:15][CH:16]=1.C(N(CC)CC)C, predict the reaction product. (5) Given the reactants [F:1][C:2]1[CH:13]=[CH:12][CH:11]=[CH:10][C:3]=1[CH2:4][N:5]([CH2:7][CH2:8]Cl)[CH3:6].[CH3:14][C:15]([C:17]1[CH:18]=[CH:19][C:20](O)=[CH:21][CH:22]=1)=[O:16].C([O-])([O-])=[O:25].[K+].[K+], predict the reaction product. The product is: [F:1][C:2]1[CH:13]=[CH:12][CH:11]=[CH:10][C:3]=1[CH2:4][N:5]([CH2:7][CH2:8][O:25][CH2:14][C:15]([C:17]1[CH:18]=[CH:19][CH:20]=[CH:21][CH:22]=1)=[O:16])[CH3:6]. (6) Given the reactants [Cl:1][C:2]1[CH:3]=[CH:4][CH:5]=[C:6]2[C:11]=1[C:10]([CH2:12][C:13]1[CH:14]=[CH:15][C:16]([F:22])=[C:17]([CH:21]=1)[C:18](O)=[O:19])=[N:9][NH:8][C:7]2=[O:23].[CH3:24][O:25][CH:26]1[CH2:31][CH2:30][NH:29][CH2:28][CH2:27]1.CCN(C(C)C)C(C)C, predict the reaction product. The product is: [Cl:1][C:2]1[CH:3]=[CH:4][CH:5]=[C:6]2[C:11]=1[C:10]([CH2:12][C:13]1[CH:14]=[CH:15][C:16]([F:22])=[C:17]([C:18]([N:29]3[CH2:30][CH2:31][CH:26]([O:25][CH3:24])[CH2:27][CH2:28]3)=[O:19])[CH:21]=1)=[N:9][NH:8][C:7]2=[O:23]. (7) The product is: [CH2:7]([O:9][C:10](=[O:20])[CH2:11][C:12]1[CH:17]=[CH:16][C:15]([O:18][CH2:3][C:2]([F:6])([F:5])[F:1])=[C:14]([Br:19])[CH:13]=1)[CH3:8]. Given the reactants [F:1][C:2]([F:6])([F:5])[CH2:3]I.[CH2:7]([O:9][C:10](=[O:20])[CH2:11][C:12]1[CH:17]=[CH:16][C:15]([OH:18])=[C:14]([Br:19])[CH:13]=1)[CH3:8].C(=O)([O-])[O-].[K+].[K+], predict the reaction product. (8) Given the reactants [OH:1][NH:2][C:3]([C:5]1[CH:10]=[CH:9][C:8]([NH:11][C:12](=[O:29])[CH2:13][CH2:14][CH2:15][C:16]([NH:18][C:19]2[CH:24]=[CH:23][C:22]([C:25](=[NH:28])[NH:26][OH:27])=[CH:21][CH:20]=2)=[O:17])=[CH:7][CH:6]=1)=[NH:4].C(N([CH2:35][CH3:36])CC)C.[C:37](O[C:37](=[O:41])[CH2:38][CH2:39][CH3:40])(=[O:41])[CH2:38][CH2:39][CH3:40].O.[CH3:49][C:50](C)=[O:51].CS(C)=O, predict the reaction product. The product is: [CH2:38]([C:37]([O:27][NH:26][C:25]([C:22]1[CH:21]=[CH:20][C:19]([NH:18][C:16](=[O:17])[CH2:15][CH2:14][CH2:13][C:12]([NH:11][C:8]2[CH:7]=[CH:6][C:5]([C:3](=[NH:4])[NH:2][O:1][C:50]([CH2:49][CH2:35][CH3:36])=[O:51])=[CH:10][CH:9]=2)=[O:29])=[CH:24][CH:23]=1)=[NH:28])=[O:41])[CH2:39][CH3:40]. (9) The product is: [NH2:1][C@H:2]1[C@@H:6]2[O:7][C:8]([CH3:10])([CH3:11])[O:9][C@@H:5]2[C@@H:4]([O:12][CH2:13][CH2:14][OH:15])[CH2:3]1. Given the reactants [NH2:1][C@H:2]1[C@@H:6]2[O:7][C:8]([CH3:11])([CH3:10])[O:9][C@@H:5]2[C@@H:4]([O:12][CH2:13][C:14](OC(C)(C)C)=[O:15])[CH2:3]1.[BH4-].[Li+].C(O)(=O)C.C(=O)([O-])[O-].[K+].[K+], predict the reaction product.